Dataset: Full USPTO retrosynthesis dataset with 1.9M reactions from patents (1976-2016). Task: Predict the reactants needed to synthesize the given product. (1) The reactants are: [OH-:1].[Ca+2:2].[OH-:3].[S:4](=[O:6])=[O:5]. Given the product [S:4]([O-:1])([O-:6])=[O:5].[Ca+2:2].[S:4]([O-:3])([O-:1])(=[O:6])=[O:5].[Ca+2:2], predict the reactants needed to synthesize it. (2) Given the product [CH3:25][O:20][C:19](=[O:22])[C:7]1[CH:6]=[C:5]([N:17]([CH3:18])[CH3:16])[CH:4]=[CH:9][C:8]=1[N+:10]([O-:12])=[O:11], predict the reactants needed to synthesize it. The reactants are: COC(=O)[C:4]1[CH:5]=[CH:6][CH2:7][C:8](F)([N+:10]([O-:12])=[O:11])[CH:9]=1.Cl.[CH3:16][NH:17][CH3:18].[C:19](=[O:22])([O-])[O-:20].[K+].[K+].[CH3:25]S(C)=O. (3) Given the product [CH2:8]([N:10]([CH3:3])[C:11]1[CH:16]=[CH:15][CH:14]=[CH:13][C:12]=1[C:17]1[CH:26]=[CH:25][C:20]([C:21]([O:23][CH3:24])=[O:22])=[C:19]([N+:27]([O-:29])=[O:28])[CH:18]=1)[CH3:9], predict the reactants needed to synthesize it. The reactants are: [H-].[Na+].[CH3:3]N(C)C=O.[CH2:8]([NH:10][C:11]1[CH:16]=[CH:15][CH:14]=[CH:13][C:12]=1[C:17]1[CH:26]=[CH:25][C:20]([C:21]([O:23][CH3:24])=[O:22])=[C:19]([N+:27]([O-:29])=[O:28])[CH:18]=1)[CH3:9].CI. (4) The reactants are: [C:1]([C:5]1[C:10]([O:11][CH3:12])=[CH:9][C:8]([C:13](=[O:15])[CH3:14])=[C:7]([OH:16])[CH:6]=1)([CH3:4])([CH3:3])[CH3:2].Cl[C:18]1[C:27]2[C:22](=[CH:23][C:24]([O:30][CH3:31])=[C:25]([O:28][CH3:29])[CH:26]=2)[N:21]=[CH:20][CH:19]=1.O. Given the product [C:1]([C:5]1[C:10]([O:11][CH3:12])=[CH:9][C:8]([C:13](=[O:15])[CH3:14])=[C:7]([O:16][C:18]2[C:27]3[C:22](=[CH:23][C:24]([O:30][CH3:31])=[C:25]([O:28][CH3:29])[CH:26]=3)[N:21]=[CH:20][CH:19]=2)[CH:6]=1)([CH3:4])([CH3:2])[CH3:3], predict the reactants needed to synthesize it. (5) The reactants are: [C:1]([O:5][C:6]([NH:8][C@H:9]([C:13]1[CH:18]=[CH:17][C:16]([OH:19])=[CH:15][CH:14]=1)[C:10]([OH:12])=[O:11])=[O:7])([CH3:4])([CH3:3])[CH3:2].[H-].[Na+].[CH3:22][C:23]1([CH3:34])[O:27][C@@H:26]([CH2:28]OS(C)(=O)=O)[CH2:25][O:24]1.Cl. Given the product [C:1]([O:5][C:6]([NH:8][C@H:9]([C:13]1[CH:18]=[CH:17][C:16]([O:19][CH2:28][C@H:26]2[CH2:25][O:24][C:23]([CH3:34])([CH3:22])[O:27]2)=[CH:15][CH:14]=1)[C:10]([OH:12])=[O:11])=[O:7])([CH3:4])([CH3:2])[CH3:3], predict the reactants needed to synthesize it.